Task: Predict the reaction yield, written as a fraction of the theoretical maximum amount of product (1.0 means a 100% yield; for example, 0.34 means a 34% yield).. Dataset: Reaction yield outcomes from USPTO patents with 853,638 reactions (1) The reactants are [F:1][C:2]1[CH:9]=[CH:8][C:5]([CH2:6][Cl:7])=[CH:4][CH:3]=1.[CH3:10][C:11]1([CH3:34])[CH:15]([N:16]2[CH2:20][CH2:19][CH2:18][CH2:17]2)[C:14]2[C:21]([CH3:33])=[C:22]([N:27]3[CH2:32][CH2:31][NH:30][CH2:29][CH2:28]3)[C:23]([CH3:26])=[C:24]([CH3:25])[C:13]=2[O:12]1.[ClH:35]. The catalyst is C(OCC)(=O)C. The product is [ClH:7].[ClH:35].[F:1][C:2]1[CH:9]=[CH:8][C:5]([CH2:6][N:30]2[CH2:31][CH2:32][N:27]([C:22]3[C:23]([CH3:26])=[C:24]([CH3:25])[C:13]4[O:12][C:11]([CH3:34])([CH3:10])[CH:15]([N:16]5[CH2:17][CH2:18][CH2:19][CH2:20]5)[C:14]=4[C:21]=3[CH3:33])[CH2:28][CH2:29]2)=[CH:4][CH:3]=1. The yield is 0.250. (2) The reactants are O[C@@:2]([C:11]1[CH:12]=[C:13]2[C:18](=[CH:19][CH:20]=1)[CH:17]=[C:16]([C:21]([NH:23][CH3:24])=[O:22])[CH:15]=[CH:14]2)([C:6]1[N:7]=[CH:8][NH:9][CH:10]=1)[CH2:3][CH2:4]O.C(N(C(C)C)C(C)C)C.CS(Cl)(=O)=[O:36].C(=O)([O-])[O-].[Na+].[Na+]. The catalyst is O1CCCC1.O.C(OCC)(=O)C. The product is [OH:36][C:10]1[N:9]=[CH:8][N:7]2[CH2:4][CH2:3][C@@H:2]([C:11]3[CH:12]=[C:13]4[C:18](=[CH:19][CH:20]=3)[CH:17]=[C:16]([C:21]([NH:23][CH3:24])=[O:22])[CH:15]=[CH:14]4)[C:6]=12. The yield is 0.570. (3) The reactants are [CH:1]1(I)[CH2:6][CH2:5][CH2:4][CH2:3][CH2:2]1.[Cl-].[Li+].[Cu]C#N.[C:13]([O:17][CH3:18])(=[O:16])[C:14]#[CH:15].[I:19]I. The catalyst is O1CCCC1.[Zn].BrCCBr.C[Si](Cl)(C)C. The product is [CH3:18][O:17][C:13](=[O:16])/[C:14](/[I:19])=[CH:15]\[CH:1]1[CH2:6][CH2:5][CH2:4][CH2:3][CH2:2]1. The yield is 0.990. (4) The reactants are B.[Cl:2][C:3]1[CH:11]=[C:10]([C:12]([F:15])([F:14])[F:13])[CH:9]=[CH:8][C:4]=1[C:5](O)=[O:6].Cl. The catalyst is O1CCCC1. The product is [Cl:2][C:3]1[CH:11]=[C:10]([C:12]([F:13])([F:14])[F:15])[CH:9]=[CH:8][C:4]=1[CH2:5][OH:6]. The yield is 0.960. (5) The reactants are [CH2:1]([O:3][C:4](=[O:23])[CH2:5][CH2:6][NH:7][CH2:8][CH:9]([C:15]1[CH:20]=[CH:19][C:18]([Cl:21])=[C:17]([Cl:22])[CH:16]=1)[C:10]([O:12][CH2:13][CH3:14])=[O:11])[CH3:2].C(=O)([O-])[O-].[Na+].[Na+].[CH2:30](Br)[C:31]1[CH:36]=[CH:35][CH:34]=[CH:33][CH:32]=1.O. The catalyst is C(#N)C. The product is [CH2:1]([O:3][C:4](=[O:23])[CH2:5][CH2:6][N:7]([CH2:30][C:31]1[CH:36]=[CH:35][CH:34]=[CH:33][CH:32]=1)[CH2:8][CH:9]([C:15]1[CH:20]=[CH:19][C:18]([Cl:21])=[C:17]([Cl:22])[CH:16]=1)[C:10]([O:12][CH2:13][CH3:14])=[O:11])[CH3:2]. The yield is 0.990. (6) The reactants are [Cl-].O[NH3+:3].[C:4](=[O:7])([O-])[OH:5].[Na+].CS(C)=O.[OH:13][C:14]([CH3:52])([CH3:51])[C:15]([CH3:50])([CH3:49])[O:16][C:17]1[CH:22]=[CH:21][C:20]([N:23]2[C:28](=[O:29])[C:27]([CH2:30][C:31]3[CH:36]=[CH:35][C:34]([C:37]4[C:38]([C:43]#[N:44])=[CH:39][CH:40]=[CH:41][CH:42]=4)=[CH:33][CH:32]=3)=[C:26]([CH2:45][CH2:46][CH3:47])[N:25]=[C:24]2[CH3:48])=[CH:19][CH:18]=1. The catalyst is O.C(OCC)(=O)C. The product is [OH:13][C:14]([CH3:51])([CH3:52])[C:15]([CH3:50])([CH3:49])[O:16][C:17]1[CH:22]=[CH:21][C:20]([N:23]2[C:28](=[O:29])[C:27]([CH2:30][C:31]3[CH:36]=[CH:35][C:34]([C:37]4[CH:42]=[CH:41][CH:40]=[CH:39][C:38]=4[C:43]4[NH:3][C:4](=[O:7])[O:5][N:44]=4)=[CH:33][CH:32]=3)=[C:26]([CH2:45][CH2:46][CH3:47])[N:25]=[C:24]2[CH3:48])=[CH:19][CH:18]=1. The yield is 0.660. (7) The reactants are [OH:1][C:2]1[CH:12]=[CH:11][CH:10]=[C:4]2[C:5]([O:7][C:8](=[O:9])[C:3]=12)=O.[CH3:13][O:14][C:15]1[CH:22]=[C:21]([O:23][CH3:24])[CH:20]=[CH:19][C:16]=1[CH2:17][NH2:18].C(O)(=O)C. The catalyst is O. The product is [OH:1][C:2]1[CH:12]=[CH:11][CH:10]=[C:4]2[C:3]=1[C:8](=[O:9])[N:18]([CH2:17][C:16]1[CH:19]=[CH:20][C:21]([O:23][CH3:24])=[CH:22][C:15]=1[O:14][CH3:13])[C:5]2=[O:7]. The yield is 0.730. (8) The reactants are C[Al](C)C.[CH2:5]([N:7]1[CH2:12][CH2:11][CH:10]([C:13]2[CH:22]=[CH:21][C:16]([C:17]([O:19]C)=O)=[CH:15][CH:14]=2)[CH2:9][CH2:8]1)[CH3:6].[CH3:23][O:24][C:25]1[CH:26]=[C:27]([CH2:33][CH2:34][C:35]2[CH:36]=[C:37]([NH2:40])[NH:38][N:39]=2)[CH:28]=[C:29]([O:31][CH3:32])[CH:30]=1. The product is [CH3:32][O:31][C:29]1[CH:28]=[C:27]([CH2:33][CH2:34][C:35]2[CH:36]=[C:37]([NH:40][C:17](=[O:19])[C:16]3[CH:15]=[CH:14][C:13]([CH:10]4[CH2:9][CH2:8][N:7]([CH2:5][CH3:6])[CH2:12][CH2:11]4)=[CH:22][CH:21]=3)[NH:38][N:39]=2)[CH:26]=[C:25]([O:24][CH3:23])[CH:30]=1. The yield is 0.380. The catalyst is C1(C)C=CC=CC=1. (9) The reactants are [O:1]=[C:2]1[C:11]2[C:6](=[CH:7][CH:8]=[CH:9][CH:10]=2)[CH:5]=[C:4]([C:12]([O:14][CH3:15])=[O:13])[NH:3]1.Cl.[CH3:17]CO. No catalyst specified. The product is [O:1]=[C:2]1[C:11]2[C:6](=[CH:7][CH:8]=[CH:9][CH:10]=2)[CH:5]=[C:4]([C:12]([O:14][CH2:15][CH3:17])=[O:13])[NH:3]1. The yield is 0.830. (10) The reactants are [F:1][C:2]([F:14])([F:13])[O:3][C:4]1[CH:12]=[CH:11][C:7]([C:8]([OH:10])=O)=[CH:6][CH:5]=1.ON1C2C=CC=CC=2N=N1.CN1CCOCC1.CCN=C=NCCCN(C)C.Cl.[C:44]([O:48][C:49](=[O:52])[CH2:50][NH2:51])([CH3:47])([CH3:46])[CH3:45]. The catalyst is CN(C=O)C. The product is [C:44]([O:48][C:49](=[O:52])[CH2:50][NH:51][C:8](=[O:10])[C:7]1[CH:6]=[CH:5][C:4]([O:3][C:2]([F:1])([F:14])[F:13])=[CH:12][CH:11]=1)([CH3:47])([CH3:46])[CH3:45]. The yield is 0.700.